Dataset: Retrosynthesis with 50K atom-mapped reactions and 10 reaction types from USPTO. Task: Predict the reactants needed to synthesize the given product. Given the product CCC(O)c1cc(C(=O)N2CCN(c3cc(OC)cc(OC)c3)CC2)n(-c2ccccc2)n1, predict the reactants needed to synthesize it. The reactants are: CC[Mg+].COc1cc(OC)cc(N2CCN(C(=O)c3cc(C=O)nn3-c3ccccc3)CC2)c1.